This data is from Forward reaction prediction with 1.9M reactions from USPTO patents (1976-2016). The task is: Predict the product of the given reaction. (1) Given the reactants OO.[Br:3][C:4]1[CH:9]=[CH:8][CH:7]=[CH:6][C:5]=1[S:10]([C:13]1([C:18]#[N:19])[CH2:17][CH2:16][CH2:15][CH2:14]1)(=[O:12])=[O:11].C([O-])([O-])=[O:21].[K+].[K+].CS(C)=O, predict the reaction product. The product is: [Br:3][C:4]1[CH:9]=[CH:8][CH:7]=[CH:6][C:5]=1[S:10]([C:13]1([C:18]([NH2:19])=[O:21])[CH2:17][CH2:16][CH2:15][CH2:14]1)(=[O:12])=[O:11]. (2) Given the reactants [F:1][C:2]1[CH:23]=[CH:22][C:5]([CH2:6][O:7][C:8]2[CH:16]=[CH:15][C:11]([C:12](O)=[O:13])=[C:10]([CH2:17][C:18]([O:20][CH3:21])=[O:19])[CH:9]=2)=[CH:4][CH:3]=1.CO, predict the reaction product. The product is: [CH3:21][O:20][C:18](=[O:19])[CH2:17][C:10]1[CH:9]=[C:8]([O:7][CH2:6][C:5]2[CH:22]=[CH:23][C:2]([F:1])=[CH:3][CH:4]=2)[CH:16]=[CH:15][C:11]=1[CH2:12][OH:13]. (3) Given the reactants Cl.[Cl:2][C:3]1[CH:12]=[CH:11][C:10]2[CH2:9][NH:8][CH2:7][CH2:6][C:5]=2[N:4]=1.CCN(CC)CC.[CH3:20][O:21][C:22](Cl)=[O:23], predict the reaction product. The product is: [CH3:20][O:21][C:22]([N:8]1[CH2:7][CH2:6][C:5]2[N:4]=[C:3]([Cl:2])[CH:12]=[CH:11][C:10]=2[CH2:9]1)=[O:23]. (4) Given the reactants S(Cl)([Cl:4])(=O)=O.[OH:6][C:7]1[CH:12]=[CH:11][C:10]([CH2:13][CH:14]([O:20][C:21]2[CH:26]=[CH:25][CH:24]=[CH:23][CH:22]=2)[C:15]([O:17][CH2:18][CH3:19])=[O:16])=[CH:9][CH:8]=1, predict the reaction product. The product is: [Cl:4][C:12]1[CH:11]=[C:10]([CH2:13][CH:14]([O:20][C:21]2[CH:22]=[CH:23][CH:24]=[CH:25][CH:26]=2)[C:15]([O:17][CH2:18][CH3:19])=[O:16])[CH:9]=[CH:8][C:7]=1[OH:6]. (5) The product is: [CH3:1][N:2]1[CH2:3][CH2:4][N:5]([C:8]2[N:13]=[CH:12][C:11]([C:14]3[C:18]4[CH:19]=[C:20]5[C:25](=[CH:26][C:17]=4[NH:16][N:15]=3)[NH:24][C:23](=[O:27])[C:22]([CH:28]([C:30]3[CH:31]=[CH:32][CH:33]=[CH:34][CH:35]=3)[CH3:29])=[CH:21]5)=[CH:10][CH:9]=2)[CH2:6][CH2:7]1. Given the reactants [CH3:1][N:2]1[CH2:7][CH2:6][N:5]([C:8]2[N:13]=[CH:12][C:11]([C:14]3[C:18]4[CH:19]=[C:20]5[C:25](=[CH:26][C:17]=4[N:16](C(C4C=CC=CC=4)(C4C=CC=CC=4)C4C=CC=CC=4)[N:15]=3)[NH:24][C:23](=[O:27])[C:22]([CH:28]([C:30]3[CH:35]=[CH:34][CH:33]=[CH:32][CH:31]=3)[CH3:29])=[CH:21]5)=[CH:10][CH:9]=2)[CH2:4][CH2:3]1, predict the reaction product. (6) Given the reactants [CH:1]([C:4]1[CH:5]=[C:6]2[C:11](=[C:12]([C:14]3[CH:15]=[C:16]([CH2:20][CH:21]([C:24]4[CH:29]=[CH:28][C:27]([S:30]([CH3:33])(=[O:32])=[O:31])=[CH:26][CH:25]=4)[C:22]#[N:23])[CH:17]=[CH:18][CH:19]=3)[CH:13]=1)[N:10]=[CH:9][CH:8]=[CH:7]2)([CH3:3])[CH3:2].C([Sn](Cl)(CCCC)CCCC)CCC.[N-:48]=[N+:49]=[N-:50].[Na+], predict the reaction product. The product is: [CH:1]([C:4]1[CH:5]=[C:6]2[C:11](=[C:12]([C:14]3[CH:19]=[CH:18][CH:17]=[C:16]([CH2:20][CH:21]([C:24]4[CH:25]=[CH:26][C:27]([S:30]([CH3:33])(=[O:32])=[O:31])=[CH:28][CH:29]=4)[C:22]4[NH:50][N:49]=[N:48][N:23]=4)[CH:15]=3)[CH:13]=1)[N:10]=[CH:9][CH:8]=[CH:7]2)([CH3:3])[CH3:2]. (7) Given the reactants [Cl-].[CH3:2][O:3]C[P+](C1C=CC=CC=1)(C1C=CC=CC=1)C1C=CC=CC=1.[H-].[Na+].[CH3:26][N:27]([CH3:41])[C:28]1([C:35]2[CH:40]=[CH:39][CH:38]=[CH:37][CH:36]=2)[CH2:33][CH2:32][C:31](=O)[CH2:30][CH2:29]1.Cl, predict the reaction product. The product is: [CH3:26][N:27]([CH3:41])[C:28]1([C:35]2[CH:40]=[CH:39][CH:38]=[CH:37][CH:36]=2)[CH2:33][CH2:32][CH:31]([CH:2]=[O:3])[CH2:30][CH2:29]1. (8) Given the reactants [Mg].BrCCBr.Cl[CH2:7][C:8]1[CH:13]=[CH:12][C:11]([F:14])=[CH:10][CH:9]=1.[CH2:15]([N:22]1[CH2:27][CH2:26][C:25](=[O:28])[CH2:24][CH2:23]1)[C:16]1[CH:21]=[CH:20][CH:19]=[CH:18][CH:17]=1.[Cl-].[NH4+], predict the reaction product. The product is: [CH2:15]([N:22]1[CH2:27][CH2:26][C:25]([CH2:7][C:8]2[CH:13]=[CH:12][C:11]([F:14])=[CH:10][CH:9]=2)([OH:28])[CH2:24][CH2:23]1)[C:16]1[CH:17]=[CH:18][CH:19]=[CH:20][CH:21]=1.